This data is from Catalyst prediction with 721,799 reactions and 888 catalyst types from USPTO. The task is: Predict which catalyst facilitates the given reaction. Reactant: C1(P(C2C=CC=CC=2)C2C=CC=CC=2)C=CC=CC=1.BrN1C(=O)CCC1=O.[Cl:28][C:29]1[CH:30]=[C:31]([CH:39]([CH2:43][CH:44]2[CH2:48][CH2:47][CH2:46][CH2:45]2)[C:40]([OH:42])=O)[CH:32]=[CH:33][C:34]=1[S:35]([CH3:38])(=[O:37])=[O:36].[NH2:49][C:50]1[CH:55]=[CH:54][C:53]([Br:56])=[CH:52][N:51]=1.N1C=CC=CC=1. Product: [Cl:28][C:29]1[CH:30]=[C:31]([CH:39]([CH2:43][CH:44]2[CH2:48][CH2:47][CH2:46][CH2:45]2)[C:40]([NH:49][C:50]2[CH:55]=[CH:54][C:53]([Br:56])=[CH:52][N:51]=2)=[O:42])[CH:32]=[CH:33][C:34]=1[S:35]([CH3:38])(=[O:36])=[O:37]. The catalyst class is: 34.